Dataset: Reaction yield outcomes from USPTO patents with 853,638 reactions. Task: Predict the reaction yield, written as a fraction of the theoretical maximum amount of product (1.0 means a 100% yield; for example, 0.34 means a 34% yield). (1) The reactants are [CH3:1][O:2][C:3]1[CH:4]=[C:5]2[C:10](=[C:11]([O:13]C)[CH:12]=1)[C:9](=[O:15])[N:8]([C:16]1[CH:21]=[CH:20][C:19]([O:22][CH3:23])=[CH:18][CH:17]=1)[CH:7]=[CH:6]2.[Li+].[Cl-]. No catalyst specified. The product is [OH:13][C:11]1[CH:12]=[C:3]([O:2][CH3:1])[CH:4]=[C:5]2[C:10]=1[C:9](=[O:15])[N:8]([C:16]1[CH:17]=[CH:18][C:19]([O:22][CH3:23])=[CH:20][CH:21]=1)[CH:7]=[CH:6]2. The yield is 0.837. (2) The reactants are [Mg].Br[C:3]1[S:4][CH:5]=[CH:6][CH:7]=1.[S:8]([C:11]1[NH:12][CH:13]=[CH:14][CH:15]=1)C#N.[Cl-].[NH4+]. The catalyst is O1CCCC1. The product is [S:4]1[CH:5]=[CH:6][CH:7]=[C:3]1[S:8][C:11]1[NH:12][CH:13]=[CH:14][CH:15]=1. The yield is 0.720.